This data is from Forward reaction prediction with 1.9M reactions from USPTO patents (1976-2016). The task is: Predict the product of the given reaction. (1) Given the reactants Cl[C:2]1[N:7]=[C:6]([NH:8][C@H:9]([CH2:12][CH3:13])[CH2:10][OH:11])[C:5]([C:14]2[S:15][CH:16]=[CH:17][CH:18]=2)=[CH:4][N:3]=1.[NH2:19][C:20]1[CH:25]=[CH:24][C:23]([S:26]([CH3:34])(=[N:28][C:29]([O:31][CH2:32][CH3:33])=[O:30])=[O:27])=[C:22]([Br:35])[CH:21]=1, predict the reaction product. The product is: [Br:35][C:22]1[CH:21]=[C:20]([NH:19][C:2]2[N:7]=[C:6]([NH:8][C@@H:9]([CH2:10][OH:11])[CH2:12][CH3:13])[C:5]([C:14]3[S:15][CH:16]=[CH:17][CH:18]=3)=[CH:4][N:3]=2)[CH:25]=[CH:24][C:23]=1[S:26]([CH3:34])(=[N:28][C:29]([O:31][CH2:32][CH3:33])=[O:30])=[O:27]. (2) Given the reactants [CH3:1][NH:2][C:3](=[O:17])[N:4]([C:11]1[CH:16]=[CH:15][CH:14]=[CH:13][CH:12]=1)[CH:5]1[CH2:10][CH2:9][NH:8][CH2:7][CH2:6]1.[CH3:18][C:19]1[NH:23][C:22]([C:24]2[CH:29]=[CH:28][C:27]([C:30]([F:33])([F:32])[F:31])=[CH:26][CH:25]=2)=[N:21][C:20]=1[CH:34]=O.C(O[BH-](OC(=O)C)OC(=O)C)(=O)C.[Na+].C(=O)([O-])O.[Na+], predict the reaction product. The product is: [CH3:1][NH:2][C:3](=[O:17])[N:4]([CH:5]1[CH2:10][CH2:9][N:8]([CH2:18][C:19]2[N:23]=[C:22]([C:24]3[CH:25]=[CH:26][C:27]([C:30]([F:33])([F:32])[F:31])=[CH:28][CH:29]=3)[NH:21][C:20]=2[CH3:34])[CH2:7][CH2:6]1)[C:11]1[CH:16]=[CH:15][CH:14]=[CH:13][CH:12]=1. (3) Given the reactants [CH3:1][N:2]1[C:6]([C:7]2[S:8][C:9]([C:12]([OH:14])=O)=[CH:10][N:11]=2)=[CH:5][CH:4]=[N:3]1.C1CN([P+](Br)(N2CCCC2)N2CCCC2)CC1.F[P-](F)(F)(F)(F)F.CCN(C(C)C)C(C)C.[NH2:48][C@@H:49]([CH2:62][C:63]1[CH:68]=[CH:67][CH:66]=[C:65]([F:69])[CH:64]=1)[CH2:50][N:51]1[C:59](=[O:60])[C:58]2[C:53](=[CH:54][CH:55]=[CH:56][CH:57]=2)[C:52]1=[O:61], predict the reaction product. The product is: [O:61]=[C:52]1[C:53]2[C:58](=[CH:57][CH:56]=[CH:55][CH:54]=2)[C:59](=[O:60])[N:51]1[CH2:50][C@@H:49]([NH:48][C:12]([C:9]1[S:8][C:7]([C:6]2[N:2]([CH3:1])[N:3]=[CH:4][CH:5]=2)=[N:11][CH:10]=1)=[O:14])[CH2:62][C:63]1[CH:68]=[CH:67][CH:66]=[C:65]([F:69])[CH:64]=1. (4) The product is: [Cl:1][CH2:2][C:3](=[O:16])[CH2:4][O:5][S:6]([C:9]1[C:10]([CH3:15])=[CH:11][CH:12]=[CH:13][CH:14]=1)(=[O:8])=[O:7]. Given the reactants [Cl:1][CH2:2][CH:3]([OH:16])[CH2:4][O:5][S:6]([C:9]1[C:10]([CH3:15])=[CH:11][CH:12]=[CH:13][CH:14]=1)(=[O:8])=[O:7].[Br-].[Na+].C(=O)([O-])O.[Na+].Cl[O-].[Na+].S([O-])([O-])(=O)=S.[Na+].[Na+], predict the reaction product. (5) Given the reactants FC(F)(F)C(O)=O.[F:8][C:9]1[CH:10]=[C:11]([CH:15]2[CH2:20][CH2:19][N:18](C(OC(C)(C)C)=O)[CH2:17][CH:16]2[NH:28][C:29]([C:31]2[CH:32]=[C:33]3[C:37](=[CH:38][CH:39]=2)[N:36](C(C2C=CC=CC=2)(C2C=CC=CC=2)C2C=CC=CC=2)[N:35]=[C:34]3[C:59]2[CH:64]=[CH:63][N:62]=[CH:61][CH:60]=2)=[O:30])[CH:12]=[CH:13][CH:14]=1, predict the reaction product. The product is: [F:8][C:9]1[CH:10]=[C:11]([CH:15]2[CH2:20][CH2:19][NH:18][CH2:17][CH:16]2[NH:28][C:29]([C:31]2[CH:32]=[C:33]3[C:37](=[CH:38][CH:39]=2)[NH:36][N:35]=[C:34]3[C:59]2[CH:60]=[CH:61][N:62]=[CH:63][CH:64]=2)=[O:30])[CH:12]=[CH:13][CH:14]=1. (6) The product is: [Cl:23][C:20]1[CH:21]=[CH:22][C:16]2[O:15][C:14]([NH:13][C:6](=[O:7])[C:5]3[CH:9]=[CH:10][CH:11]=[CH:12][C:4]=3[N+:1]([O-:3])=[O:2])=[N:18][C:17]=2[CH:19]=1. Given the reactants [N+:1]([C:4]1[CH:12]=[CH:11][CH:10]=[CH:9][C:5]=1[C:6](Cl)=[O:7])([O-:3])=[O:2].[NH2:13][C:14]1[O:15][C:16]2[CH:22]=[CH:21][C:20]([Cl:23])=[CH:19][C:17]=2[N:18]=1, predict the reaction product. (7) Given the reactants [C:1]1([O:7][P:8]([O-:16])[O:9][C:10]2[CH:15]=[CH:14][CH:13]=[CH:12][CH:11]=2)[CH:6]=[CH:5][CH:4]=[CH:3][CH:2]=1.[C:17]([O:21][C:22](=[O:25])[CH2:23]Br)([CH3:20])([CH3:19])[CH3:18].C(N(CC)CC)C, predict the reaction product. The product is: [O:9]([P:8]([CH2:23][C:22]([O:21][C:17]([CH3:20])([CH3:19])[CH3:18])=[O:25])([O:7][C:1]1[CH:6]=[CH:5][CH:4]=[CH:3][CH:2]=1)=[O:16])[C:10]1[CH:11]=[CH:12][CH:13]=[CH:14][CH:15]=1. (8) Given the reactants [Br:1][C:2]1[CH:9]=[CH:8][C:5]([CH:6]=[O:7])=[CH:4][C:3]=1[CH3:10].[CH3:11][Mg]Br, predict the reaction product. The product is: [Br:1][C:2]1[CH:9]=[CH:8][C:5]([CH:6]([OH:7])[CH3:11])=[CH:4][C:3]=1[CH3:10]. (9) The product is: [CH3:1][C:2]1[CH:10]=[CH:9][C:8]([N+:11]([O-:13])=[O:12])=[CH:7][C:3]=1[C:4]([O:6][CH3:18])=[O:5]. Given the reactants [CH3:1][C:2]1[CH:10]=[CH:9][C:8]([N+:11]([O-:13])=[O:12])=[CH:7][C:3]=1[C:4]([OH:6])=[O:5].S(Cl)(Cl)=O.[CH3:18]O, predict the reaction product.